Predict the product of the given reaction. From a dataset of Forward reaction prediction with 1.9M reactions from USPTO patents (1976-2016). (1) Given the reactants [F:1][C:2]1[CH:3]=[C:4]([CH:9]=[CH:10][C:11]=1[C:12]1[C:16]2=[N:17][CH:18]=[CH:19][CH:20]=[C:15]2[NH:14][N:13]=1)[C:5]([O:7][CH3:8])=[O:6].[Br:21][C:22]1[CH:30]=[C:29]([CH3:31])[C:25]([C:26](Cl)=[O:27])=[C:24]([Cl:32])[CH:23]=1.CC(=O)OCC, predict the reaction product. The product is: [Br:21][C:22]1[CH:30]=[C:29]([CH3:31])[C:25]([C:26]([N:14]2[C:15]3[C:16](=[N:17][CH:18]=[CH:19][CH:20]=3)[C:12]([C:11]3[CH:10]=[CH:9][C:4]([C:5]([O:7][CH3:8])=[O:6])=[CH:3][C:2]=3[F:1])=[N:13]2)=[O:27])=[C:24]([Cl:32])[CH:23]=1. (2) Given the reactants [CH2:1]([O:3][C:4]([CH:6]1[CH:11]2[CH:7]1[CH2:8][CH:9]=[C:10]2[O:12][Si](C(C)(C)C)(C)C)=[O:5])[CH3:2].C([O-])(O)=[O:21].[Na+].[Mg].C1C=C(C(O)=O)C(C(O[O-])=O)=CC=1.C1C=C(C(O)=O)C(C(O[O-])=O)=CC=1.O.O.O.O.O.O.[Mg+2], predict the reaction product. The product is: [CH2:1]([O:3][C:4]([CH:6]1[CH:11]2[CH:7]1[CH2:8][CH:9]([OH:21])[C:10]2=[O:12])=[O:5])[CH3:2]. (3) Given the reactants [F:1][C:2]1[CH:3]=[C:4]([CH:22]=[C:23]([F:26])[C:24]=1[F:25])[O:5][CH2:6][CH2:7][CH2:8][CH2:9][CH2:10][CH2:11][O:12][C:13]1[CH:21]=[CH:20][C:16]([C:17](O)=[O:18])=[CH:15][CH:14]=1.S(Cl)([Cl:29])=O, predict the reaction product. The product is: [F:1][C:2]1[CH:3]=[C:4]([CH:22]=[C:23]([F:26])[C:24]=1[F:25])[O:5][CH2:6][CH2:7][CH2:8][CH2:9][CH2:10][CH2:11][O:12][C:13]1[CH:21]=[CH:20][C:16]([C:17]([Cl:29])=[O:18])=[CH:15][CH:14]=1. (4) Given the reactants [CH3:1][O:2][C:3]1[CH:12]=[CH:11][C:10]([C:13]2[CH:18]=[CH:17][CH:16]=[CH:15][CH:14]=2)=[C:9]2[C:4]=1[CH:5]=[CH:6][N:7]=[CH:8]2.[BH3-]C#N.[Na+].B(F)(F)F.CCOCC.C([O-])([O-])=O.[K+].[K+], predict the reaction product. The product is: [CH3:1][O:2][C:3]1[CH:12]=[CH:11][C:10]([C:13]2[CH:18]=[CH:17][CH:16]=[CH:15][CH:14]=2)=[C:9]2[C:4]=1[CH2:5][CH2:6][NH:7][CH2:8]2. (5) Given the reactants [CH:1]([N:4]1[C:10]2[CH:11]=[CH:12][CH:13]=[CH:14][C:9]=2[O:8][C@H:7]([C:15]2[CH:20]=[CH:19][CH:18]=[CH:17][CH:16]=2)[C@H:6]([NH:21]C(=O)OC(C)(C)C)[C:5]1=[O:29])([CH3:3])[CH3:2], predict the reaction product. The product is: [NH2:21][C@@H:6]1[C:5](=[O:29])[N:4]([CH:1]([CH3:3])[CH3:2])[C:10]2[CH:11]=[CH:12][CH:13]=[CH:14][C:9]=2[O:8][C@@H:7]1[C:15]1[CH:20]=[CH:19][CH:18]=[CH:17][CH:16]=1. (6) Given the reactants CS([O:5][CH2:6][C@@H:7]([NH:12][C:13]1[C:18]([F:19])=[CH:17][N:16]=[C:15]([C:20]2[C:28]3[C:23](=[N:24][CH:25]=[C:26]([F:29])[CH:27]=3)[N:22]([S:30]([C:33]3[CH:39]=[CH:38][C:36]([CH3:37])=[CH:35][CH:34]=3)(=[O:32])=[O:31])[CH:21]=2)[CH:14]=1)[C:8]([CH3:11])([CH3:10])[CH3:9])(=O)=O.[C:40]([O-])(=[S:42])[CH3:41].[K+].O, predict the reaction product. The product is: [C:40](=[S:42])([O:5][CH2:6][C@@H:7]([NH:12][C:13]1[C:18]([F:19])=[CH:17][N:16]=[C:15]([C:20]2[C:28]3[C:23](=[N:24][CH:25]=[C:26]([F:29])[CH:27]=3)[N:22]([S:30]([C:33]3[CH:34]=[CH:35][C:36]([CH3:37])=[CH:38][CH:39]=3)(=[O:31])=[O:32])[CH:21]=2)[CH:14]=1)[C:8]([CH3:10])([CH3:9])[CH3:11])[CH3:41]. (7) Given the reactants N#N.[CH3:3][C:4]1([C:9]2[S:13][C:12]([CH2:14]O)=[CH:11][CH:10]=2)[O:8][CH2:7][CH2:6][O:5]1.CCN(CC)CC.S([Cl:27])(C)(=O)=O, predict the reaction product. The product is: [Cl:27][CH2:14][C:12]1[S:13][C:9]([C:4]2([CH3:3])[O:8][CH2:7][CH2:6][O:5]2)=[CH:10][CH:11]=1. (8) The product is: [N:12]([N:7]([C:1]1[CH:6]=[CH:5][CH:4]=[CH:3][CH:2]=1)[CH2:8][C:9]([OH:11])=[O:10])=[O:13]. Given the reactants [C:1]1([NH:7][CH2:8][C:9]([OH:11])=[O:10])[CH:6]=[CH:5][CH:4]=[CH:3][CH:2]=1.[N:12]([O-])=[O:13].[Na+], predict the reaction product. (9) Given the reactants [F:1][C:2]([F:20])([F:19])[CH:3]1[CH2:8][CH2:7][CH:6]([O:9][C:10]2[CH:11]=[C:12]3[C:16](=[CH:17][CH:18]=2)[NH:15][CH2:14][CH2:13]3)[CH2:5][CH2:4]1.CCN(C(C)C)C(C)C.[Cl:30][CH2:31][C:32](Cl)=[O:33], predict the reaction product. The product is: [Cl:30][CH2:31][C:32]([N:15]1[C:16]2[C:12](=[CH:11][C:10]([O:9][CH:6]3[CH2:5][CH2:4][CH:3]([C:2]([F:1])([F:19])[F:20])[CH2:8][CH2:7]3)=[CH:18][CH:17]=2)[CH2:13][CH2:14]1)=[O:33]. (10) Given the reactants COC[O:4][C:5]1[C:6]([O:12][CH2:13][CH2:14][OH:15])=[CH:7][C:8]([CH3:11])=[N:9][CH:10]=1.Cl.C(OCC)(=O)C, predict the reaction product. The product is: [OH:15][CH2:14][CH2:13][O:12][C:6]1[CH:7]=[C:8]([CH3:11])[N:9]=[CH:10][C:5]=1[OH:4].